This data is from Forward reaction prediction with 1.9M reactions from USPTO patents (1976-2016). The task is: Predict the product of the given reaction. (1) Given the reactants C[O:2][C:3](=[O:19])[C:4]([CH3:18])([CH3:17])[CH2:5][CH2:6][CH2:7][CH2:8][CH2:9][CH2:10][C:11]1[CH:16]=[CH:15][CH:14]=[CH:13][CH:12]=1, predict the reaction product. The product is: [CH3:17][C:4]([CH3:18])([CH2:5][CH2:6][CH2:7][CH2:8][CH2:9][CH2:10][C:11]1[CH:12]=[CH:13][CH:14]=[CH:15][CH:16]=1)[C:3]([OH:19])=[O:2]. (2) Given the reactants [CH2:1]([NH2:5])[CH2:2][CH2:3][CH3:4].[CH3:6][CH2:7][CH2:8][CH2:9][CH2:10][CH3:11].[C:12]([O:15]CC)(=[O:14])C, predict the reaction product. The product is: [CH2:1]([NH:5][C:12](=[O:14])[O:15][C:8]1[CH:7]=[CH:6][CH:11]=[CH:10][CH:9]=1)[CH2:2][CH2:3][CH3:4]. (3) Given the reactants [F:1][C:2]1[CH:7]=[CH:6][C:5]([N:8]2[CH2:13][CH2:12][N:11]3[N:14]=[C:15]([CH2:17][OH:18])[CH:16]=[C:10]3[C:9]2=[O:19])=[CH:4][CH:3]=1.Br[C:21]1[CH:22]=[N:23][CH:24]=[CH:25][CH:26]=1.C(=O)([O-])[O-].[Cs+].[Cs+].CN(C)CC(O)=O, predict the reaction product. The product is: [F:1][C:2]1[CH:7]=[CH:6][C:5]([N:8]2[CH2:13][CH2:12][N:11]3[N:14]=[C:15]([CH2:17][O:18][C:21]4[CH:22]=[N:23][CH:24]=[CH:25][CH:26]=4)[CH:16]=[C:10]3[C:9]2=[O:19])=[CH:4][CH:3]=1.